Dataset: Full USPTO retrosynthesis dataset with 1.9M reactions from patents (1976-2016). Task: Predict the reactants needed to synthesize the given product. (1) The reactants are: [Si:1]([O:8][C@H:9]([CH2:32][OH:33])[C@@H:10]([NH:24][C:25](=[O:31])[O:26][C:27]([CH3:30])([CH3:29])[CH3:28])[CH2:11][C:12]1[CH:17]=[CH:16][CH:15]=[C:14]([C:18]#[C:19][Si:20]([CH3:23])([CH3:22])[CH3:21])[CH:13]=1)([C:4]([CH3:7])([CH3:6])[CH3:5])([CH3:3])[CH3:2].C(=O)(O)[O-].[Na+].CC(OI1(OC(C)=O)(OC(C)=O)OC(=O)C2C=CC=CC1=2)=O. Given the product [Si:1]([O:8][C@H:9]([CH:32]=[O:33])[C@@H:10]([NH:24][C:25](=[O:31])[O:26][C:27]([CH3:30])([CH3:29])[CH3:28])[CH2:11][C:12]1[CH:17]=[CH:16][CH:15]=[C:14]([C:18]#[C:19][Si:20]([CH3:23])([CH3:22])[CH3:21])[CH:13]=1)([C:4]([CH3:7])([CH3:6])[CH3:5])([CH3:3])[CH3:2], predict the reactants needed to synthesize it. (2) Given the product [Br:42][C:11]1([C:13]2[CH:18]=[CH:17][C:16]([O:19][CH3:20])=[CH:15][CH:14]=2)[C:10]([C:21]2[CH:26]=[CH:25][CH:24]=[CH:23][CH:22]=2)=[C:9]([C:27]2[CH:28]=[CH:29][CH:30]=[CH:31][CH:32]=2)[C:8]([C:33]2[CH:38]=[CH:37][CH:36]=[CH:35][CH:34]=2)=[C:7]1[C:1]1[CH:2]=[CH:3][CH:4]=[CH:5][CH:6]=1, predict the reactants needed to synthesize it. The reactants are: [C:1]1([C:7]2[C:11]([C:13]3[CH:18]=[CH:17][C:16]([O:19][CH3:20])=[CH:15][CH:14]=3)(O)[C:10]([C:21]3[CH:26]=[CH:25][CH:24]=[CH:23][CH:22]=3)=[C:9]([C:27]3[CH:32]=[CH:31][CH:30]=[CH:29][CH:28]=3)[C:8]=2[C:33]2[CH:38]=[CH:37][CH:36]=[CH:35][CH:34]=2)[CH:6]=[CH:5][CH:4]=[CH:3][CH:2]=1.C([Br:42])(=O)C.CO. (3) Given the product [Cl:30][C:17]1[CH:16]=[C:15]([NH:14][C:12]2[N:11]=[CH:10][N:9]=[C:8]3[NH:7][N:6]=[C:5]([O:4][CH2:3][CH2:2][N:35]4[CH2:36][CH2:37][N:32]([CH3:31])[CH2:33][CH2:34]4)[C:13]=23)[CH:20]=[CH:19][C:18]=1[O:21][CH2:22][C:23]1[CH:28]=[CH:27][CH:26]=[C:25]([F:29])[CH:24]=1, predict the reactants needed to synthesize it. The reactants are: Cl[CH2:2][CH2:3][O:4][C:5]1[C:13]2[C:8](=[N:9][CH:10]=[N:11][C:12]=2[NH:14][C:15]2[CH:20]=[CH:19][C:18]([O:21][CH2:22][C:23]3[CH:28]=[CH:27][CH:26]=[C:25]([F:29])[CH:24]=3)=[C:17]([Cl:30])[CH:16]=2)[NH:7][N:6]=1.[CH3:31][N:32]1[CH2:37][CH2:36][NH:35][CH2:34][CH2:33]1.